This data is from Catalyst prediction with 721,799 reactions and 888 catalyst types from USPTO. The task is: Predict which catalyst facilitates the given reaction. (1) Reactant: [NH:1]1[C:9]2[C:4](=[CH:5][C:6]([C:10]3[C:19]([N:20]4[CH2:25][CH2:24][O:23][CH2:22][C@@H:21]4[CH3:26])=[N:18][C:17]4[C:12](=[CH:13][CH:14]=[C:15]([C:27]([O:29]C)=[O:28])[CH:16]=4)[N:11]=3)=[CH:7][CH:8]=2)[CH:3]=[CH:2]1.[OH-].[Na+].O. Product: [NH:1]1[C:9]2[C:4](=[CH:5][C:6]([C:10]3[C:19]([N:20]4[CH2:25][CH2:24][O:23][CH2:22][C@@H:21]4[CH3:26])=[N:18][C:17]4[C:12](=[CH:13][CH:14]=[C:15]([C:27]([OH:29])=[O:28])[CH:16]=4)[N:11]=3)=[CH:7][CH:8]=2)[CH:3]=[CH:2]1. The catalyst class is: 254. (2) Reactant: [CH3:1][CH:2]1[CH2:7][NH:6][CH2:5][CH2:4][NH:3]1.Cl[CH2:9][C:10]1[CH:44]=[CH:43][C:13]([C:14]([NH:16][C:17]2[C:18]3[CH:31]=[C:30]([C:32]([NH:34][N:35]([CH3:42])[C:36]4[CH:41]=[CH:40][CH:39]=[CH:38][CH:37]=4)=[O:33])[S:29][C:19]=3[N:20](C(OC(C)(C)C)=O)[N:21]=2)=[O:15])=[CH:12][CH:11]=1.ClCC1C=CC(C(NC2C3C=C(C(NN(C4C=CC(Cl)=CC=4)C)=O)SC=3N(C(OC(C)(C)C)=O)N=2)=O)=CC=1. Product: [CH3:42][N:35]([C:36]1[CH:41]=[CH:40][CH:39]=[CH:38][CH:37]=1)[NH:34][C:32]([C:30]1[S:29][C:19]2[NH:20][N:21]=[C:17]([NH:16][C:14](=[O:15])[C:13]3[CH:43]=[CH:44][C:10]([CH2:9][N:6]4[CH2:5][CH2:4][NH:3][CH:2]([CH3:1])[CH2:7]4)=[CH:11][CH:12]=3)[C:18]=2[CH:31]=1)=[O:33]. The catalyst class is: 711. (3) Reactant: C(NC(C)C)(C)C.[Li]CCCC.[C:13]([O:19][CH2:20][CH3:21])(=[O:18])[CH2:14][CH:15]([CH3:17])[CH3:16].[CH:22]([CH:24]=[CH2:25])=[O:23]. Product: [OH:23][CH:22]([CH:24]=[CH2:25])[CH:14]([CH:15]([CH3:17])[CH3:16])[C:13]([O:19][CH2:20][CH3:21])=[O:18]. The catalyst class is: 1. (4) Reactant: [Cl:1][C:2]1[C:11]([N+:12]([O-:14])=[O:13])=[C:10](Cl)[C:9]2[C:4](=[CH:5][CH:6]=[CH:7][CH:8]=2)[N:3]=1.CN(C)C=O.C(N(CC)CC)C.[NH2:28][CH2:29][CH2:30][CH2:31][OH:32]. Product: [Cl:1][C:2]1[C:11]([N+:12]([O-:14])=[O:13])=[C:10]([NH:28][CH2:29][CH2:30][CH2:31][OH:32])[C:9]2[C:4](=[CH:5][CH:6]=[CH:7][CH:8]=2)[N:3]=1. The catalyst class is: 6. (5) Reactant: [C:1]([N:9]=[C:10]=[S:11])(=[O:8])[C:2]1[CH:7]=[CH:6][CH:5]=[CH:4][CH:3]=1.[NH2:12][C@@:13]1([C:41]2[CH:46]=[CH:45][CH:44]=[C:43]([F:47])[C:42]=2[F:48])[CH2:17][O:16][C@H:15]([CH2:18][O:19][C:20]([C:33]2[CH:38]=[CH:37][CH:36]=[CH:35][CH:34]=2)([C:27]2[CH:32]=[CH:31][CH:30]=[CH:29][CH:28]=2)[C:21]2[CH:26]=[CH:25][CH:24]=[CH:23][CH:22]=2)[C@H:14]1[CH2:39][OH:40]. Product: [F:48][C:42]1[C:43]([F:47])=[CH:44][CH:45]=[CH:46][C:41]=1[C@@:13]1([NH:12][C:10]([NH:9][C:1](=[O:8])[C:2]2[CH:7]=[CH:6][CH:5]=[CH:4][CH:3]=2)=[S:11])[C@H:14]([CH2:39][OH:40])[C@@H:15]([CH2:18][O:19][C:20]([C:33]2[CH:38]=[CH:37][CH:36]=[CH:35][CH:34]=2)([C:21]2[CH:22]=[CH:23][CH:24]=[CH:25][CH:26]=2)[C:27]2[CH:32]=[CH:31][CH:30]=[CH:29][CH:28]=2)[O:16][CH2:17]1. The catalyst class is: 2. (6) Reactant: [F:1][C:2]1[N:10]=[C:9]2[C:5]([NH:6][CH:7]=[N:8]2)=[C:4]([NH:11][CH2:12][C:13]2[CH:14]=[N:15][CH:16]=[CH:17][CH:18]=2)[N:3]=1.C([O-])([O-])=O.[K+].[K+].BrC[CH2:27][CH:28]1[CH2:30][CH2:29]1.C(Cl)(Cl)Cl. Product: [CH:28]1([CH2:27][N:8]2[CH:7]=[N:6][C:5]3[C:9]2=[N:10][C:2]([F:1])=[N:3][C:4]=3[NH:11][CH2:12][C:13]2[CH:14]=[N:15][CH:16]=[CH:17][CH:18]=2)[CH2:30][CH2:29]1. The catalyst class is: 121. (7) Reactant: [C:1]([O:5][C:6]([N:8]1[CH2:12][C@@H:11]([NH:13][S:14]([CH2:17][C:18]2[CH:23]=[CH:22][CH:21]=[C:20]([N+:24]([O-])=O)[CH:19]=2)(=[O:16])=[O:15])[C@H:10]([CH2:27][N:28]([CH:45]([CH3:47])[CH3:46])[C:29](=[O:44])[C:30]2[CH:35]=[CH:34][C:33]([O:36][CH3:37])=[C:32]([O:38][CH2:39][CH2:40][CH2:41][O:42][CH3:43])[CH:31]=2)[CH2:9]1)=[O:7])([CH3:4])([CH3:3])[CH3:2]. Product: [C:1]([O:5][C:6]([N:8]1[CH2:9][C@@H:10]([CH2:27][N:28]([CH:45]([CH3:47])[CH3:46])[C:29](=[O:44])[C:30]2[CH:35]=[CH:34][C:33]([O:36][CH3:37])=[C:32]([O:38][CH2:39][CH2:40][CH2:41][O:42][CH3:43])[CH:31]=2)[C@H:11]([NH:13][S:14]([CH2:17][C:18]2[CH:23]=[CH:22][CH:21]=[C:20]([NH2:24])[CH:19]=2)(=[O:15])=[O:16])[CH2:12]1)=[O:7])([CH3:3])([CH3:4])[CH3:2]. The catalyst class is: 19. (8) Reactant: [CH3:1][NH2:2].C[O:4][C:5]([CH:7]1[O:11][C:10](=[O:12])[N:9]([C:13]2[CH:14]=[C:15]3[C:19](=[CH:20][CH:21]=2)[N:18]([CH2:22][CH2:23][CH3:24])[C:17](=[O:25])[CH2:16]3)[CH2:8]1)=O. Product: [CH3:1][NH:2][C:5]([C@@H:7]1[O:11][C:10](=[O:12])[N:9]([C:13]2[CH:14]=[C:15]3[C:19](=[CH:20][CH:21]=2)[N:18]([CH2:22][CH2:23][CH3:24])[C:17](=[O:25])[CH2:16]3)[CH2:8]1)=[O:4]. The catalyst class is: 5.